From a dataset of hERG potassium channel inhibition data for cardiac toxicity prediction from Karim et al.. Regression/Classification. Given a drug SMILES string, predict its toxicity properties. Task type varies by dataset: regression for continuous values (e.g., LD50, hERG inhibition percentage) or binary classification for toxic/non-toxic outcomes (e.g., AMES mutagenicity, cardiotoxicity, hepatotoxicity). Dataset: herg_karim. (1) The molecule is N#Cc1ccc(OCCCN2CC3CN(CCNS(=O)(=O)c4ccc(C#N)cc4)CC(C2)O3)cc1. The result is 0 (non-blocker). (2) The compound is CC(C(=O)N[C@]1(c2ccccc2)CC[C@@H](N2CCC3(CCC(=O)O3)CC2)CC1)c1cc(C(F)(F)F)cc(C(F)(F)F)c1. The result is 1 (blocker). (3) The compound is O=c1ccc(-c2cnc3nc(N4CCC(N5CCCCC5)CC4)sc3c2)c[nH]1. The result is 0 (non-blocker). (4) The compound is c1ccc2cc(CO[C@@H]3CCNC3)ccc2c1. The result is 0 (non-blocker). (5) The drug is CNC1CCC(N(Cc2cccc(-c3ccncc3)c2)C(=O)c2sc3c(F)ccc(F)c3c2Cl)CC1. The result is 0 (non-blocker). (6) The compound is CC1NC(c2cnccn2)=NC1(c1ccc(F)cc1)c1ccc(F)cc1. The result is 0 (non-blocker). (7) The drug is Cc1ccc(S(=O)(=O)N(C)C(=O)N2CCC(N3CCC(Oc4ccc(Cl)c(Cl)c4)CC3)CC2)cc1. The result is 1 (blocker). (8) The drug is O=C(NC1CC1c1ccccc1)N1CCC(n2cccn2)CC1. The result is 0 (non-blocker).